From a dataset of Reaction yield outcomes from USPTO patents with 853,638 reactions. Predict the reaction yield, written as a fraction of the theoretical maximum amount of product (1.0 means a 100% yield; for example, 0.34 means a 34% yield). (1) The reactants are [Br:1][C:2]1[CH:3]=[C:4]([N+:10]([O-])=O)[C:5]([CH2:8][CH3:9])=[N:6][CH:7]=1.C(O)(=O)C.O.[OH-].[Na+]. The catalyst is [Fe].CCOC(C)=O. The product is [Br:1][C:2]1[CH:3]=[C:4]([NH2:10])[C:5]([CH2:8][CH3:9])=[N:6][CH:7]=1. The yield is 0.910. (2) The reactants are [C:1]([C:5]1[CH:11]=[CH:10][C:9]([N+:12]([O-:14])=[O:13])=[CH:8][C:6]=1N)([CH3:4])([CH3:3])[CH3:2].Cl.N([O-])=O.[Na+].[H+].[F:21][P-](F)(F)(F)(F)F. The catalyst is O. The product is [C:1]([C:5]1[CH:11]=[CH:10][C:9]([N+:12]([O-:14])=[O:13])=[CH:8][C:6]=1[F:21])([CH3:4])([CH3:3])[CH3:2]. The yield is 0.120.